The task is: Regression/Classification. Given a drug SMILES string, predict its toxicity properties. Task type varies by dataset: regression for continuous values (e.g., LD50, hERG inhibition percentage) or binary classification for toxic/non-toxic outcomes (e.g., AMES mutagenicity, cardiotoxicity, hepatotoxicity). Dataset: herg_karim.. This data is from hERG potassium channel inhibition data for cardiac toxicity prediction from Karim et al.. (1) The molecule is CC[NH+](CC)CCOc1ccc(/C(=C(/Cl)c2ccccc2)c2ccccc2)cc1. The result is 1 (blocker). (2) The result is 0 (non-blocker). The compound is O=C(c1ccc(F)cc1)c1ccc(F)cc1. (3) The compound is Cc1cc(CNc2nc(N)nc3ccn(Cc4ccc(C(F)(F)F)cn4)c23)no1. The result is 1 (blocker). (4) The molecule is O=C(O)[C@@H](Cc1ccccc1)N1CCC(CN2CCC(Oc3ccc(Cl)c(Cl)c3)CC2)CC1. The result is 1 (blocker). (5) The drug is O=C1OCc2cc(CCN3CCN(CCc4ccc5nonc5c4)CC3)ccc21. The result is 1 (blocker). (6) The drug is COc1cc(N)c(Cl)cc1C(=O)N[C@H]1CC[NH+]2CCC[C@H]1C2. The result is 1 (blocker). (7) The molecule is CC(C)(C)c1[nH]c2ccccc2c1C1CCCN(Cc2ccc(/C=C/C(=O)NO)cc2)C1. The result is 0 (non-blocker).